Dataset: Full USPTO retrosynthesis dataset with 1.9M reactions from patents (1976-2016). Task: Predict the reactants needed to synthesize the given product. The reactants are: C1O[C:5]([OH:9])([CH2:7][OH:8])[CH2:4][O:3][C:2]1([OH:12])[CH2:10]O.[C:13]([OH:22])(=O)[CH2:14][CH2:15][CH2:16][CH2:17][CH2:18][CH2:19][CH3:20].[CH2:23]1[CH2:28][CH2:27][CH:26](N=C=N[CH:23]2[CH2:28][CH2:27][CH2:26][CH2:25][CH2:24]2)[CH2:25][CH2:24]1. Given the product [C:13]([O:8][CH2:7][C:5]([CH2:4][O:3][C:2](=[O:12])[CH2:10][CH2:27][CH2:28][CH2:23][CH2:24][CH2:25][CH3:26])=[O:9])(=[O:22])[CH2:14][CH2:15][CH2:16][CH2:17][CH2:18][CH2:19][CH3:20], predict the reactants needed to synthesize it.